This data is from Peptide-MHC class I binding affinity with 185,985 pairs from IEDB/IMGT. The task is: Regression. Given a peptide amino acid sequence and an MHC pseudo amino acid sequence, predict their binding affinity value. This is MHC class I binding data. (1) The MHC is HLA-A31:01 with pseudo-sequence HLA-A31:01. The binding affinity (normalized) is 0.0847. The peptide sequence is DISPTNIPL. (2) The binding affinity (normalized) is 0. The MHC is HLA-A24:02 with pseudo-sequence HLA-A24:02. The peptide sequence is HYDYRLWHY. (3) The peptide sequence is WTTYMDTFFR. The MHC is HLA-A02:01 with pseudo-sequence HLA-A02:01. The binding affinity (normalized) is 0. (4) The peptide sequence is QQFELIDNEF. The MHC is HLA-A02:01 with pseudo-sequence HLA-A02:01. The binding affinity (normalized) is 0.300. (5) The peptide sequence is FTDNNELEF. The MHC is HLA-B15:01 with pseudo-sequence HLA-B15:01. The binding affinity (normalized) is 0.0847. (6) The peptide sequence is KHCFVNSQY. The MHC is Mamu-B17 with pseudo-sequence Mamu-B17. The binding affinity (normalized) is 0.264. (7) The peptide sequence is GSEELRSLY. The MHC is HLA-B27:05 with pseudo-sequence HLA-B27:05. The binding affinity (normalized) is 0. (8) The peptide sequence is KRSTPFYTK. The MHC is HLA-A02:06 with pseudo-sequence HLA-A02:06. The binding affinity (normalized) is 0.0847.